From a dataset of Reaction yield outcomes from USPTO patents with 853,638 reactions. Predict the reaction yield, written as a fraction of the theoretical maximum amount of product (1.0 means a 100% yield; for example, 0.34 means a 34% yield). (1) The reactants are O[C:2]1([CH3:14])[O:6][C:5](=[O:7])[CH:4]=[C:3]1[C:8]1[CH:13]=[CH:12][CH:11]=[CH:10][CH:9]=1.[NH2:15][C:16]1[CH:21]=[CH:20][CH:19]=[CH:18][CH:17]=1. The catalyst is C1(C)C=CC=CC=1. The product is [C:16]1([NH:15][C:2]2([CH3:14])[O:6][C:5](=[O:7])[CH:4]=[C:3]2[C:8]2[CH:13]=[CH:12][CH:11]=[CH:10][CH:9]=2)[CH:21]=[CH:20][CH:19]=[CH:18][CH:17]=1. The yield is 0.720. (2) The reactants are [C:1]([C:3]1[C:4](=N)[O:5][C:6]2[C:11]([C:12]=1[C:13]1[CH:14]=[N:15][CH:16]=[C:17]([CH3:19])[CH:18]=1)=[CH:10][CH:9]=[C:8]1[N:20]([CH3:23])[CH:21]=[CH:22][C:7]=21)#[N:2].[OH-:25].[Na+]. The catalyst is Cl.CS(C)=O.O. The product is [C:1]([C:3]1[C:4](=[O:25])[O:5][C:6]2[C:11]([C:12]=1[C:13]1[CH:14]=[N:15][CH:16]=[C:17]([CH3:19])[CH:18]=1)=[CH:10][CH:9]=[C:8]1[N:20]([CH3:23])[CH:21]=[CH:22][C:7]=21)#[N:2]. The yield is 0.680. (3) The reactants are [CH3:1][N:2]([C:11]1[CH:12]=[CH:13][CH:14]=[C:15]2[C:19]=1[NH:18][C:17]([C:20]1[S:21][CH:22]([CH2:25][C:26](=O)[CH:27]=[CH2:28])[CH2:23][N:24]=1)=[CH:16]2)[S:3]([C:6]1[S:7][CH:8]=[CH:9][CH:10]=1)(=[O:5])=[O:4].[OH:30][CH2:31][CH2:32][NH:33][NH2:34].O. The catalyst is O1CCCC1. The product is [OH:30][CH2:31][CH2:32][N:33]1[CH2:28][CH2:27][C:26]([CH2:25][CH:22]2[S:21][C:20]([C:17]3[NH:18][C:19]4[C:15]([CH:16]=3)=[CH:14][CH:13]=[CH:12][C:11]=4[N:2]([CH3:1])[S:3]([C:6]3[S:7][CH:8]=[CH:9][CH:10]=3)(=[O:4])=[O:5])=[N:24][CH2:23]2)=[N:34]1. The yield is 0.580. (4) The reactants are [CH:1]([C:4]1[CH:9]=[CH:8][CH:7]=[C:6]([CH:10]([CH3:12])[CH3:11])[C:5]=1[C:13]1[N:17]2[C:18]3[CH:19]=[CH:20][CH:21]=[CH:22][C:23]=3[C:24]3[CH:25]=[CH:26][C:27]([O:30]C)=[CH:28][C:29]=3[C:16]2=[N:15][CH:14]=1)([CH3:3])[CH3:2].B(Br)(Br)Br.O. The catalyst is C(Cl)Cl. The product is [CH:1]([C:4]1[CH:9]=[CH:8][CH:7]=[C:6]([CH:10]([CH3:12])[CH3:11])[C:5]=1[C:13]1[N:17]2[C:18]3[CH:19]=[CH:20][CH:21]=[CH:22][C:23]=3[C:24]3[CH:25]=[CH:26][C:27]([OH:30])=[CH:28][C:29]=3[C:16]2=[N:15][CH:14]=1)([CH3:2])[CH3:3]. The yield is 0.990. (5) The reactants are Br[CH2:2][C:3]1[N:4]=[C:5]([C:13]2[CH:18]=[CH:17][C:16]([C:19]([F:22])([F:21])[F:20])=[CH:15][CH:14]=2)[S:6][C:7]=1[C:8]([O:10][CH2:11][CH3:12])=[O:9].C(=O)([O-])[O-].[Na+].[Na+].[F:29][C:30]([F:41])([F:40])[C:31]1[CH:36]=[CH:35][C:34](B(O)O)=[CH:33][CH:32]=1. The catalyst is COCCOCCOC.O.C(O)C.C1C=CC([P]([Pd]([P](C2C=CC=CC=2)(C2C=CC=CC=2)C2C=CC=CC=2)([P](C2C=CC=CC=2)(C2C=CC=CC=2)C2C=CC=CC=2)[P](C2C=CC=CC=2)(C2C=CC=CC=2)C2C=CC=CC=2)(C2C=CC=CC=2)C2C=CC=CC=2)=CC=1. The product is [F:29][C:30]([F:41])([F:40])[C:31]1[CH:36]=[CH:35][C:34]([CH2:2][C:3]2[N:4]=[C:5]([C:13]3[CH:18]=[CH:17][C:16]([C:19]([F:22])([F:21])[F:20])=[CH:15][CH:14]=3)[S:6][C:7]=2[C:8]([O:10][CH2:11][CH3:12])=[O:9])=[CH:33][CH:32]=1. The yield is 0.350. (6) The reactants are [N+:1]([C:4]1[CH:5]=[N:6][C:7]2[C:12]([C:13]=1O)=[CH:11][CH:10]=[CH:9][CH:8]=2)([O-:3])=[O:2].S(Cl)([Cl:17])=O.CN(C=O)C. The catalyst is ClCCl. The product is [Cl:17][C:13]1[C:12]2[C:7](=[CH:8][CH:9]=[CH:10][CH:11]=2)[N:6]=[CH:5][C:4]=1[N+:1]([O-:3])=[O:2]. The yield is 0.930. (7) The reactants are [Si]([O:8][CH2:9][CH2:10][N:11]([CH3:45])[C:12]([C:14]1[C:19]([O:20][CH2:21][C:22]2[CH:27]=[CH:26][CH:25]=[CH:24][CH:23]=2)=[C:18]([OH:28])[N:17]=[C:16]([CH2:29][C:30]2([C:35]3[C:44]4[C:39](=[CH:40][CH:41]=[CH:42][CH:43]=4)[CH:38]=[CH:37][CH:36]=3)[CH2:34][CH2:33][CH2:32][CH2:31]2)[N:15]=1)=[O:13])(C(C)(C)C)(C)C.Cl.CO. The catalyst is O1CCCC1.ClCCl. The product is [OH:8][CH2:9][CH2:10][N:11]([CH3:45])[C:12]([C:14]1[C:19]([O:20][CH2:21][C:22]2[CH:23]=[CH:24][CH:25]=[CH:26][CH:27]=2)=[C:18]([OH:28])[N:17]=[C:16]([CH2:29][C:30]2([C:35]3[C:44]4[C:39](=[CH:40][CH:41]=[CH:42][CH:43]=4)[CH:38]=[CH:37][CH:36]=3)[CH2:31][CH2:32][CH2:33][CH2:34]2)[N:15]=1)=[O:13]. The yield is 0.630. (8) The reactants are [NH2:1][CH2:2][C:3]1([C:16](=[O:28])[NH:17][C:18]2[CH:23]=[C:22]([C:24]([F:27])([F:26])[F:25])[CH:21]=[CH:20][N:19]=2)[CH2:8][CH2:7][N:6]([C:9]([O:11][C:12]([CH3:15])([CH3:14])[CH3:13])=[O:10])[CH2:5][CH2:4]1.[C:29](=N)([C:36]1[CH:41]=[CH:40][CH:39]=[CH:38][CH:37]=1)[C:30]1[CH:35]=[CH:34][CH:33]=[CH:32][CH:31]=1.C1(C)C=CC(S(O)(=O)=O)=CC=1. The catalyst is C(Cl)Cl. The product is [C:30]1([C:29](=[N:1][CH2:2][C:3]2([C:16](=[O:28])[NH:17][C:18]3[CH:23]=[C:22]([C:24]([F:27])([F:25])[F:26])[CH:21]=[CH:20][N:19]=3)[CH2:4][CH2:5][N:6]([C:9]([O:11][C:12]([CH3:15])([CH3:14])[CH3:13])=[O:10])[CH2:7][CH2:8]2)[C:36]2[CH:37]=[CH:38][CH:39]=[CH:40][CH:41]=2)[CH:35]=[CH:34][CH:33]=[CH:32][CH:31]=1. The yield is 0.562. (9) The reactants are [OH:1][C:2]1[C:3]([CH3:12])=[C:4]([CH:8]=[CH:9][C:10]=1[OH:11])[C:5]([OH:7])=[O:6].S(=O)(=O)(O)O.[CH3:18]O. No catalyst specified. The product is [CH3:18][O:6][C:5](=[O:7])[C:4]1[CH:8]=[CH:9][C:10]([OH:11])=[C:2]([OH:1])[C:3]=1[CH3:12]. The yield is 0.830.